From a dataset of Forward reaction prediction with 1.9M reactions from USPTO patents (1976-2016). Predict the product of the given reaction. (1) Given the reactants [N:1]1([C:7]2[S:8][C:9]3[CH:15]=[C:14]([OH:16])[CH:13]=[CH:12][C:10]=3[N:11]=2)[CH2:6][CH2:5][O:4][CH2:3][CH2:2]1.[CH2:17]([O:19][C:20](=[O:22])[CH3:21])[CH3:18].[C:23](=[O:26])([O-])[O-].[K+].[K+].[CH3:29][C:30]([N:32](C)C)=[O:31], predict the reaction product. The product is: [CH2:17]([O:19][C:20](=[O:22])[CH2:21][N:32]1[C:30](=[O:31])[C:29]2[C:12](=[CH:10][CH:9]=[C:15]([O:16][C:14]3[CH:13]=[CH:12][C:10]4[N:11]=[C:7]([N:1]5[CH2:2][CH2:3][O:4][CH2:5][CH2:6]5)[S:8][C:9]=4[CH:15]=3)[CH:14]=2)[C:23]1=[O:26])[CH3:18]. (2) Given the reactants N12[CH2:11][CH2:10][CH2:9]N=C1CCCCC2.C([CH:16]1OS(=O)(=O)[N:18]([C:23]([O-:25])=[O:24])[C@@:17]1([C:27]1[CH:32]=[C:31]([Br:33])[CH:30]=[CH:29][C:28]=1[F:34])[CH3:26])(C)(C)C.[NH:35]1[CH:39]=[CH:38][N:37]=[C:36]1[C:40]#[N:41].[C:42](#N)C, predict the reaction product. The product is: [Br:33][C:31]1[CH:30]=[CH:29][C:28]([F:34])=[C:27]([C@:17]([NH:18][C:23](=[O:24])[O:25][C:10]([CH3:11])([CH3:42])[CH3:9])([CH3:26])[CH2:16][N:35]2[CH:39]=[CH:38][N:37]=[C:36]2[C:40]#[N:41])[CH:32]=1.